This data is from Catalyst prediction with 721,799 reactions and 888 catalyst types from USPTO. The task is: Predict which catalyst facilitates the given reaction. (1) Reactant: ClC1[CH:7]=[C:6]([C:8]2[CH:9]=[N:10][C:11]([C:14]([F:17])([F:16])[F:15])=[N:12][CH:13]=2)[CH:5]=[C:4](Cl)[N:3]=1.[CH3:19][Zn]C.O1[CH2:27][CH2:26]OCC1. Product: [CH3:19][C:4]1[CH:5]=[C:6]([C:8]2[CH:13]=[N:12][C:11]([C:14]([F:15])([F:16])[F:17])=[N:10][CH:9]=2)[CH:7]=[C:26]([CH3:27])[N:3]=1. The catalyst class is: 140. (2) Reactant: Cl[CH:2]([CH3:32])[C:3]([NH:5][C:6]1[CH:7]=[C:8]([NH:17][C:18]([C:20]2[CH:25]=[CH:24][C:23]([C:26]3[CH:31]=[CH:30][CH:29]=[CH:28][CH:27]=3)=[CH:22][CH:21]=2)=[O:19])[CH:9]=[CH:10][C:11]=1[O:12][C:13]([F:16])([F:15])[F:14])=[O:4].C(N(CC)CC)C.Cl.[CH:41]12[O:48][CH:45]([CH2:46][CH2:47]1)[CH2:44][NH:43][CH2:42]2.[I-].[K+]. Product: [CH:45]12[O:48][CH:41]([CH2:47][CH2:46]1)[CH2:42][N:43]([CH:2]([CH3:32])[C:3]([NH:5][C:6]1[CH:7]=[C:8]([NH:17][C:18]([C:20]3[CH:25]=[CH:24][C:23]([C:26]4[CH:31]=[CH:30][CH:29]=[CH:28][CH:27]=4)=[CH:22][CH:21]=3)=[O:19])[CH:9]=[CH:10][C:11]=1[O:12][C:13]([F:16])([F:15])[F:14])=[O:4])[CH2:44]2. The catalyst class is: 3. (3) Reactant: [BH4-].[Na+].[Br:3][C:4]1[CH:12]=[C:11]2[C:7]([C:8]3([CH2:18][CH2:17][C:16](=[O:19])[CH2:15][CH2:14]3)[C:9](=[O:13])[NH:10]2)=[CH:6][CH:5]=1. Product: [Br:3][C:4]1[CH:12]=[C:11]2[C:7]([C:8]3([CH2:18][CH2:17][CH:16]([OH:19])[CH2:15][CH2:14]3)[C:9](=[O:13])[NH:10]2)=[CH:6][CH:5]=1. The catalyst class is: 5. (4) Reactant: CN1[C:15]2[C:10](=[CH:11][CH:12]=[CH:13][CH:14]=2)[CH:9]([C:16](Cl)=O)[C:8]2[CH:7]=[CH:6][CH:5]=CC1=2.[CH3:19][N:20]1[C:33]2[C:28](=[CH:29][CH:30]=[CH:31][CH:32]=2)[CH:27]([C:34]([O:36]C)=[O:35])[C:26]2[CH:25]=[CH:24][CH:23]=[CH:22][C:21]1=2. Product: [CH3:19][N:20]1[C:33]2[C:28](=[CH:29][CH:30]=[CH:31][CH:32]=2)[CH:27]([C:34]([OH:36])=[O:35])[C:26]2[CH:25]=[CH:24][CH:23]=[CH:22][C:21]1=2.[CH:13]1[CH:12]=[CH:11][C:10]([C:9]2[CH:16]=[CH:5][CH:6]=[CH:7][CH:8]=2)=[CH:15][CH:14]=1. The catalyst class is: 489. (5) Reactant: [CH3:1][O:2][C:3]1[CH:8]=[CH:7][C:6]([S:9][CH2:10][CH2:11][NH:12][C:13](=[O:16])[O:14][CH3:15])=[CH:5][CH:4]=1.C=O.[C:19]1(C)C=CC(S(O)(=O)=O)=CC=1. Product: [CH3:1][O:2][C:3]1[CH:4]=[CH:5][C:6]2[S:9][CH2:10][CH2:11][N:12]([C:13]([O:14][CH3:15])=[O:16])[CH2:19][C:7]=2[CH:8]=1. The catalyst class is: 48. (6) Product: [Cl:14][C:7]1[CH:6]=[C:5]([CH2:4][C:3]([OH:15])=[O:2])[CH:10]=[C:9]([N+:11]([O-:13])=[O:12])[CH:8]=1. The catalyst class is: 24. Reactant: C[O:2][C:3](=[O:15])[CH2:4][C:5]1[CH:10]=[C:9]([N+:11]([O-:13])=[O:12])[CH:8]=[C:7]([Cl:14])[CH:6]=1.[OH-].[Na+]. (7) Reactant: [CH:1]1[CH:6]=[CH:5]C(P([C:1]2[CH:6]=[CH:5]C=[CH:3][CH:2]=2)[C:1]2[CH:6]=[CH:5]C=[CH:3][CH:2]=2)=[CH:3][CH:2]=1.[NH2:20][C:21]1[CH:30]=[CH:29][C:28]2[C:23](=[C:24]([OH:31])[CH:25]=[CH:26][CH:27]=2)[N:22]=1.CC(O)CC=C.C1C=CC(COC(/N=N/C(OCC2C=CC=CC=2)=O)=O)=CC=1. Product: [CH3:5][CH:6]([O:31][C:24]1[CH:25]=[CH:26][CH:27]=[C:28]2[C:23]=1[N:22]=[C:21]([NH2:20])[CH:30]=[CH:29]2)[CH2:1][CH:2]=[CH2:3]. The catalyst class is: 1. (8) Reactant: Br[C:2]1[CH:7]=[CH:6][C:5]([C:8]2[N:9]=[C:10]([C:22]3[CH:27]=[CH:26][CH:25]=[CH:24][N:23]=3)[N:11]([CH3:21])[C:12]=2[S:13][C:14]2[CH:19]=[CH:18][C:17]([Cl:20])=[CH:16][CH:15]=2)=[CH:4][CH:3]=1.C([Sn](CCCC)(CCCC)[C:33]1[S:34][CH:35]=[CH:36][N:37]=1)CCC. Product: [Cl:20][C:17]1[CH:18]=[CH:19][C:14]([S:13][C:12]2[N:11]([CH3:21])[C:10]([C:22]3[CH:27]=[CH:26][CH:25]=[CH:24][N:23]=3)=[N:9][C:8]=2[C:5]2[CH:6]=[CH:7][C:2]([C:33]3[S:34][CH:35]=[CH:36][N:37]=3)=[CH:3][CH:4]=2)=[CH:15][CH:16]=1. The catalyst class is: 109. (9) Reactant: [C:1]12([C:11]3[N:12]=[C:13]([CH3:20])[S:14][C:15]=3[CH2:16][N:17]=[N+]=[N-])[CH2:10][CH:5]3[CH2:6][CH:7]([CH2:9][CH:3]([CH2:4]3)[CH2:2]1)[CH2:8]2.C1(P(C2C=CC=CC=2)C2C=CC=CC=2)C=CC=CC=1.O.Cl.C(OCC)(=O)C. Product: [C:1]12([C:11]3[N:12]=[C:13]([CH3:20])[S:14][C:15]=3[CH2:16][NH2:17])[CH2:10][CH:5]3[CH2:6][CH:7]([CH2:9][CH:3]([CH2:4]3)[CH2:2]1)[CH2:8]2. The catalyst class is: 362. (10) Reactant: O.[N-:2]=[N+:3]=[N-:4].[Na+].[CH3:6][C:7]([OH:11])([C:9]#[CH:10])[CH3:8].Br[CH2:13][CH2:14][CH2:15][CH2:16][CH2:17][CH2:18][CH2:19][CH3:20]. Product: [CH2:13]([N:2]1[CH:10]=[C:9]([C:7]([OH:11])([CH3:8])[CH3:6])[N:4]=[N:3]1)[CH2:14][CH2:15][CH2:16][CH2:17][CH2:18][CH2:19][CH3:20]. The catalyst class is: 175.